The task is: Predict the reaction yield, written as a fraction of the theoretical maximum amount of product (1.0 means a 100% yield; for example, 0.34 means a 34% yield).. This data is from Reaction yield outcomes from USPTO patents with 853,638 reactions. (1) The reactants are Br[C:2]1[CH:7]=[CH:6][CH:5]=[CH:4][C:3]=1[CH2:8][C:9]([F:12])([F:11])[F:10].[B:13]1([B:13]2[O:17][C:16]([CH3:19])([CH3:18])[C:15]([CH3:21])([CH3:20])[O:14]2)[O:17][C:16]([CH3:19])([CH3:18])[C:15]([CH3:21])([CH3:20])[O:14]1.C([O-])(=O)C.[K+]. The catalyst is O1CCOCC1. The product is [CH3:20][C:15]1([CH3:21])[C:16]([CH3:19])([CH3:18])[O:17][B:13]([C:2]2[CH:7]=[CH:6][CH:5]=[CH:4][C:3]=2[CH2:8][C:9]([F:12])([F:11])[F:10])[O:14]1. The yield is 0.670. (2) The reactants are [CH:1]([O:14][C:15]([C:17]1([O:20]/[N:21]=[C:22](/[C:26]2[N:27]=[C:28]([NH:31][C:32]([O:34][C:35]([CH3:38])([CH3:37])[CH3:36])=[O:33])[S:29][CH:30]=2)\[C:23](O)=[O:24])[CH2:19][CH2:18]1)=[O:16])([C:8]1[CH:13]=[CH:12][CH:11]=[CH:10][CH:9]=1)[C:2]1[CH:7]=[CH:6][CH:5]=[CH:4][CH:3]=1.CCN(C(C)C)C(C)C.CN(C(ON1N=NC2C=CC=NC1=2)=[N+](C)C)C.F[P-](F)(F)(F)(F)F.[NH2:72][C@H:73]1[C@@H:76]([CH2:77][OH:78])[NH:75][C:74]1=[O:79]. The catalyst is C(Cl)Cl.CN(C=O)C. The product is [C:35]([O:34][C:32]([NH:31][C:28]1[S:29][CH:30]=[C:26](/[C:22](=[N:21]/[O:20][C:17]2([C:15]([O:14][CH:1]([C:8]3[CH:13]=[CH:12][CH:11]=[CH:10][CH:9]=3)[C:2]3[CH:3]=[CH:4][CH:5]=[CH:6][CH:7]=3)=[O:16])[CH2:19][CH2:18]2)/[C:23]([NH:72][C@@H:73]2[C:74](=[O:79])[NH:75][C@@H:76]2[CH2:77][OH:78])=[O:24])[N:27]=1)=[O:33])([CH3:38])([CH3:36])[CH3:37]. The yield is 0.560. (3) The reactants are [C:1]([CH2:3][C:4]1([N:22]2[CH:26]=[C:25]([C:27]3[C:28]4[CH:35]=[CH:34][N:33]([CH2:36][O:37][CH2:38][CH2:39][Si:40]([CH3:43])([CH3:42])[CH3:41])[C:29]=4[N:30]=[CH:31][N:32]=3)[CH:24]=[N:23]2)[CH2:7][N:6]([C:8]2([CH3:21])[CH2:13][CH2:12][N:11](C(OC(C)(C)C)=O)[CH2:10][CH2:9]2)[CH2:5]1)#[N:2].Cl. The catalyst is C1COCC1.O1CCOCC1. The product is [CH3:21][C:8]1([N:6]2[CH2:7][C:4]([CH2:3][C:1]#[N:2])([N:22]3[CH:26]=[C:25]([C:27]4[C:28]5[CH:35]=[CH:34][N:33]([CH2:36][O:37][CH2:38][CH2:39][Si:40]([CH3:42])([CH3:41])[CH3:43])[C:29]=5[N:30]=[CH:31][N:32]=4)[CH:24]=[N:23]3)[CH2:5]2)[CH2:13][CH2:12][NH:11][CH2:10][CH2:9]1. The yield is 0.990. (4) The reactants are C[O:2][C:3]([C:5]1[CH:6]=[CH:7][C:8]2[O:13][CH2:12][C:11](=[O:14])[NH:10][C:9]=2[CH:15]=1)=O.CC(C[AlH]CC(C)C)C. The catalyst is C(Cl)Cl. The product is [OH:2][CH2:3][C:5]1[CH:6]=[CH:7][C:8]2[O:13][CH2:12][C:11](=[O:14])[NH:10][C:9]=2[CH:15]=1. The yield is 0.690. (5) The reactants are [Cl:1][C:2]1[C:7]2[CH:8]=[N:9][NH:10][C:6]=2[CH:5]=[CH:4][N:3]=1.[I:11]I.[OH-].[K+]. The catalyst is O1CCOCC1. The product is [Cl:1][C:2]1[C:7]2[C:8]([I:11])=[N:9][NH:10][C:6]=2[CH:5]=[CH:4][N:3]=1. The yield is 0.410.